This data is from Aqueous solubility values for 9,982 compounds from the AqSolDB database. The task is: Regression/Classification. Given a drug SMILES string, predict its absorption, distribution, metabolism, or excretion properties. Task type varies by dataset: regression for continuous measurements (e.g., permeability, clearance, half-life) or binary classification for categorical outcomes (e.g., BBB penetration, CYP inhibition). For this dataset (solubility_aqsoldb), we predict Y. The molecule is Cc1ccc(S(=O)(=O)Oc2ccc(N=Nc3ccc(N=Nc4ccc(Nc5ccc([N+](=O)[O-])cc5S(=O)(=O)[O-])cc4)c4ccc(S(=O)(=O)[O-])cc34)cc2)cc1.[Na+].[Na+]. The Y is -1.57 log mol/L.